Dataset: Forward reaction prediction with 1.9M reactions from USPTO patents (1976-2016). Task: Predict the product of the given reaction. (1) Given the reactants [CH:1]1([C:4]2[NH:8][N:7]=[C:6]([C:9]([F:12])([F:11])[F:10])[CH:5]=2)[CH2:3][CH2:2]1.[B-](F)(F)(F)[F:14].[B-](F)(F)(F)F.C1[N+]2(CCl)CC[N+](F)(CC2)C1, predict the reaction product. The product is: [CH:1]1([C:4]2[NH:8][N:7]=[C:6]([C:9]([F:11])([F:12])[F:10])[C:5]=2[F:14])[CH2:2][CH2:3]1. (2) Given the reactants [C:1]1([CH:7]2[CH2:12][CH2:11][NH:10][CH2:9][CH2:8]2)[CH:6]=[CH:5][CH:4]=[CH:3][CH:2]=1.Br[CH2:14][CH2:15][CH2:16][OH:17].C(=O)([O-])[O-].[K+].[K+], predict the reaction product. The product is: [OH:17][CH2:16][CH2:15][CH2:14][N:10]1[CH2:9][CH2:8][CH:7]([C:1]2[CH:6]=[CH:5][CH:4]=[CH:3][CH:2]=2)[CH2:12][CH2:11]1.